Dataset: Forward reaction prediction with 1.9M reactions from USPTO patents (1976-2016). Task: Predict the product of the given reaction. (1) Given the reactants [CH2:1]([C:10]([OH:12])=[O:11])[CH:2]([C:7]([OH:9])=[O:8])[CH2:3][C:4]([OH:6])=[O:5].[CH:13]1(O)[CH2:18][CH2:17][CH2:16][CH2:15][CH2:14]1, predict the reaction product. The product is: [CH:13]1([O:5][C:4]([CH2:3][CH:2]([C:7]([O:9][CH:13]2[CH2:18][CH2:17][CH2:16][CH2:15][CH2:14]2)=[O:8])[CH2:1][C:10]([O:12][CH:13]2[CH2:18][CH2:17][CH2:16][CH2:15][CH2:14]2)=[O:11])=[O:6])[CH2:18][CH2:17][CH2:16][CH2:15][CH2:14]1. (2) Given the reactants [F:1][C:2]1[CH:7]=[CH:6][C:5]([C@:8]2([CH2:32][C:33]([OH:36])([CH3:35])[CH3:34])[O:13][C:12](=[O:14])[N:11]([C@H:15]([C:17]3[CH:22]=[CH:21][C:20](B4OC(C)(C)C(C)(C)O4)=[CH:19][CH:18]=3)[CH3:16])[CH2:10][CH2:9]2)=[CH:4][CH:3]=1.Cl[C:38]1[CH:39]=[CH:40][C:41](=[O:45])[N:42]([CH3:44])[N:43]=1, predict the reaction product. The product is: [F:1][C:2]1[CH:3]=[CH:4][C:5]([C@:8]2([CH2:32][C:33]([OH:36])([CH3:34])[CH3:35])[O:13][C:12](=[O:14])[N:11]([C@H:15]([C:17]3[CH:18]=[CH:19][C:20]([C:38]4[CH:39]=[CH:40][C:41](=[O:45])[N:42]([CH3:44])[N:43]=4)=[CH:21][CH:22]=3)[CH3:16])[CH2:10][CH2:9]2)=[CH:6][CH:7]=1. (3) Given the reactants [NH2:1][C:2]1[C:7]2=[C:8]([C:27]3[CH:32]=[CH:31][C:30]([NH:33][C:34](=[O:47])[NH:35][C:36]4[CH:41]=[C:40]([C:42]([F:45])([F:44])[F:43])[CH:39]=[CH:38][C:37]=4[F:46])=[C:29]([F:48])[CH:28]=3)[C:9]([CH2:24][O:25][CH3:26])=[C:10]([CH:11]3[CH2:16][CH2:15][N:14](C(OC(C)(C)C)=O)[CH2:13][CH2:12]3)[N:6]2[N:5]=[CH:4][N:3]=1.FC(F)(F)C(O)=O, predict the reaction product. The product is: [NH2:1][C:2]1[C:7]2=[C:8]([C:27]3[CH:32]=[CH:31][C:30]([NH:33][C:34]([NH:35][C:36]4[CH:41]=[C:40]([C:42]([F:45])([F:43])[F:44])[CH:39]=[CH:38][C:37]=4[F:46])=[O:47])=[C:29]([F:48])[CH:28]=3)[C:9]([CH2:24][O:25][CH3:26])=[C:10]([CH:11]3[CH2:16][CH2:15][NH:14][CH2:13][CH2:12]3)[N:6]2[N:5]=[CH:4][N:3]=1. (4) Given the reactants NCCCCCCN.[CH3:9][N:10]([CH3:16])[CH2:11][CH2:12][C:13]([OH:15])=[O:14].N=C=N, predict the reaction product. The product is: [CH3:9][NH:10][CH2:11][CH2:12][C:13]([OH:15])=[O:14].[CH3:9][N:10]([CH3:16])[CH2:11][CH2:12][C:13]([OH:15])=[O:14]. (5) Given the reactants [C:1]([O:5][C:6]([N:8]1[CH2:12][CH2:11][CH2:10][C@@H:9]1[CH2:13][O:14][C:15]1[CH:20]=[CH:19][C:18]([OH:21])=[CH:17][CH:16]=1)=[O:7])([CH3:4])([CH3:3])[CH3:2].[CH3:22][O:23][C:24]1[CH:25]=[C:26]([CH:29]=[CH:30][CH:31]=1)[CH2:27]Br, predict the reaction product. The product is: [C:1]([O:5][C:6]([N:8]1[CH2:12][CH2:11][CH2:10][C@@H:9]1[CH2:13][O:14][C:15]1[CH:20]=[CH:19][C:18]([O:21][CH2:27][C:26]2[CH:29]=[CH:30][CH:31]=[C:24]([O:23][CH3:22])[CH:25]=2)=[CH:17][CH:16]=1)=[O:7])([CH3:4])([CH3:2])[CH3:3]. (6) Given the reactants Cl.[F:2][C:3]1[CH:8]=[CH:7][C:6]([NH:9][C:10]2[CH:15]=[CH:14][N:13]=[C:12]([NH:16][C:17]3[CH:22]=[CH:21][C:20]([S:23](Cl)(=[O:25])=[O:24])=[CH:19][CH:18]=3)[N:11]=2)=[CH:5][CH:4]=1.[CH3:27][NH:28][CH:29]1[CH2:35][CH2:34][CH2:33][N:32]([CH3:36])[CH2:31][CH2:30]1, predict the reaction product. The product is: [F:2][C:3]1[CH:8]=[CH:7][C:6]([NH:9][C:10]2[CH:15]=[CH:14][N:13]=[C:12]([NH:16][C:17]3[CH:22]=[CH:21][C:20]([S:23]([N:28]([CH3:27])[CH:29]4[CH2:35][CH2:34][CH2:33][N:32]([CH3:36])[CH2:31][CH2:30]4)(=[O:25])=[O:24])=[CH:19][CH:18]=3)[N:11]=2)=[CH:5][CH:4]=1.